Dataset: Retrosynthesis with 50K atom-mapped reactions and 10 reaction types from USPTO. Task: Predict the reactants needed to synthesize the given product. (1) Given the product CCCc1c(Cn2ccnc2-c2cccc(C#N)n2)ncn2ncnc12, predict the reactants needed to synthesize it. The reactants are: CCCc1c(CBr)ncn2ncnc12.N#Cc1cccc(-c2ncc[nH]2)n1. (2) Given the product CCOC(=O)C1CCN(c2ncc(C(=O)Nc3nc(-c4cc(Cl)cs4)c(CN4CCCCC4)s3)cc2Cl)CC1, predict the reactants needed to synthesize it. The reactants are: CCOC(=O)C1CCNCC1.O=C(Nc1nc(-c2cc(Cl)cs2)c(CN2CCCCC2)s1)c1cnc(Cl)c(Cl)c1. (3) Given the product Fc1ccc(Br)cc1N1CCOCC1, predict the reactants needed to synthesize it. The reactants are: ClCCOCCCl.Nc1cc(Br)ccc1F. (4) Given the product COc1ccc(CNC(=O)c2cc3c(=O)n(Cc4ccc(C(=O)O)cc4)c(=O)n(C)c3s2)cc1OC, predict the reactants needed to synthesize it. The reactants are: COc1ccc(CNC(=O)c2cc3c(=O)n(Cc4ccc(C(=O)OC(C)(C)C)cc4)c(=O)n(C)c3s2)cc1OC. (5) The reactants are: COc1ccc2c(CCCCN3C(=O)c4ccccc4C3=O)ccnc2c1. Given the product COc1ccc2c(CCCCN)ccnc2c1, predict the reactants needed to synthesize it.